This data is from Catalyst prediction with 721,799 reactions and 888 catalyst types from USPTO. The task is: Predict which catalyst facilitates the given reaction. (1) Reactant: [CH3:1][C@H:2]1[N:7]([CH2:8][CH:9]([CH3:11])[CH3:10])[C:6](=[O:12])[C@@H:5]([NH:13]C(=O)OC(C)(C)C)[CH2:4][C@H:3]1[C:21]1[CH:26]=[CH:25][CH:24]=[CH:23][CH:22]=1. Product: [NH2:13][C@H:5]1[CH2:4][C@@H:3]([C:21]2[CH:22]=[CH:23][CH:24]=[CH:25][CH:26]=2)[C@@H:2]([CH3:1])[N:7]([CH2:8][CH:9]([CH3:11])[CH3:10])[C:6]1=[O:12]. The catalyst class is: 13. (2) Reactant: [N:1](OCCC(C)C)=O.[NH2:9][C:10]1[CH:19]=[CH:18][C:13]([C:14]([O:16][CH3:17])=[O:15])=[CH:12][C:11]=1[CH3:20]. Product: [NH:9]1[C:10]2[C:11](=[CH:12][C:13]([C:14]([O:16][CH3:17])=[O:15])=[CH:18][CH:19]=2)[CH:20]=[N:1]1. The catalyst class is: 15. (3) Reactant: [NH2:1][C@H:2]1[CH2:6][CH2:5][N:4]([C:7]([O:9][C:10]([CH3:13])([CH3:12])[CH3:11])=[O:8])[CH2:3]1.F[C:15]1[CH:22]=[CH:21][C:18]([C:19]#[N:20])=[C:17]([C:23]([F:26])([F:25])[F:24])[CH:16]=1.CCN(C(C)C)C(C)C. Product: [C:19]([C:18]1[CH:21]=[CH:22][C:15]([NH:1][C@H:2]2[CH2:6][CH2:5][N:4]([C:7]([O:9][C:10]([CH3:13])([CH3:12])[CH3:11])=[O:8])[CH2:3]2)=[CH:16][C:17]=1[C:23]([F:24])([F:25])[F:26])#[N:20]. The catalyst class is: 16. (4) Reactant: [Br:1][C:2]1[CH:10]=[C:9]([F:11])[CH:8]=[CH:7][C:3]=1[C:4](O)=[O:5].O1CCCC1.B. Product: [Br:1][C:2]1[CH:10]=[C:9]([F:11])[CH:8]=[CH:7][C:3]=1[CH2:4][OH:5]. The catalyst class is: 1. (5) Reactant: [C:1]([C:5]1[CH:10]=[CH:9][C:8]([C:11]2[N:15]([CH2:16][CH3:17])[N:14]=[C:13]([C:18](=[N:20][NH:21][C:22]([C:24]3[CH:33]=[CH:32][C:27]([C:28]([O:30]C)=[O:29])=[CH:26][CH:25]=3)=[O:23])[CH3:19])[C:12]=2[OH:34])=[CH:7][CH:6]=1)([CH3:4])([CH3:3])[CH3:2].CO.[OH-].[Na+].Cl. Product: [C:1]([C:5]1[CH:10]=[CH:9][C:8]([C:11]2[N:15]([CH2:16][CH3:17])[N:14]=[C:13]([C:18](=[N:20][NH:21][C:22]([C:24]3[CH:33]=[CH:32][C:27]([C:28]([OH:30])=[O:29])=[CH:26][CH:25]=3)=[O:23])[CH3:19])[C:12]=2[OH:34])=[CH:7][CH:6]=1)([CH3:2])([CH3:3])[CH3:4]. The catalyst class is: 6. (6) Reactant: [Cl:1][C:2]1[C:3]([CH3:35])=[C:4]([N:8]([CH2:22][C:23]([NH:25][CH2:26][C:27]2[CH:32]=[CH:31][C:30]([O:33][CH3:34])=[CH:29][CH:28]=2)=[O:24])[S:9]([C:12]2[CH:21]=[CH:20][C:15]([C:16]([O:18]C)=[O:17])=[CH:14][CH:13]=2)(=[O:11])=[O:10])[CH:5]=[CH:6][CH:7]=1.[OH-].[Na+].Cl. Product: [Cl:1][C:2]1[C:3]([CH3:35])=[C:4]([N:8]([CH2:22][C:23]([NH:25][CH2:26][C:27]2[CH:28]=[CH:29][C:30]([O:33][CH3:34])=[CH:31][CH:32]=2)=[O:24])[S:9]([C:12]2[CH:21]=[CH:20][C:15]([C:16]([OH:18])=[O:17])=[CH:14][CH:13]=2)(=[O:11])=[O:10])[CH:5]=[CH:6][CH:7]=1. The catalyst class is: 92.